Dataset: Reaction yield outcomes from USPTO patents with 853,638 reactions. Task: Predict the reaction yield, written as a fraction of the theoretical maximum amount of product (1.0 means a 100% yield; for example, 0.34 means a 34% yield). The reactants are Cl.[CH:2]([C:5]1[CH:10]=[CH:9][C:8]([NH2:11])=[CH:7][C:6]=1[O:12][CH3:13])([CH3:4])[CH3:3].N([O-])=O.[Na+].C([O-])(=O)C.[Na+].[C:23]([O:29][CH2:30][CH3:31])(=[O:28])[CH2:24][C:25]([CH3:27])=O.[OH-].[K+]. The catalyst is O.C(O)C. The product is [CH2:30]([O:29][C:23]([C:24]1[NH:11][C:8]2[C:9]([C:25]=1[CH3:27])=[CH:10][C:5]([CH:2]([CH3:4])[CH3:3])=[C:6]([O:12][CH3:13])[CH:7]=2)=[O:28])[CH3:31]. The yield is 0.340.